From a dataset of Peptide-MHC class I binding affinity with 185,985 pairs from IEDB/IMGT. Regression. Given a peptide amino acid sequence and an MHC pseudo amino acid sequence, predict their binding affinity value. This is MHC class I binding data. (1) The peptide sequence is KSLFNTIAVLY. The MHC is HLA-B57:01 with pseudo-sequence HLA-B57:01. The binding affinity (normalized) is 0.515. (2) The peptide sequence is VNLRNTSPV. The MHC is H-2-Kb with pseudo-sequence H-2-Kb. The binding affinity (normalized) is 0.577. (3) The peptide sequence is FTLVLTNACE. The MHC is Mamu-A01 with pseudo-sequence Mamu-A01. The binding affinity (normalized) is 0.202. (4) The peptide sequence is RMFKRVFNM. The MHC is HLA-B40:13 with pseudo-sequence HLA-B40:13. The binding affinity (normalized) is 0.787.